This data is from Reaction yield outcomes from USPTO patents with 853,638 reactions. The task is: Predict the reaction yield, written as a fraction of the theoretical maximum amount of product (1.0 means a 100% yield; for example, 0.34 means a 34% yield). (1) The reactants are CS([C:5]1[N:10]=[C:9]2[N:11]([CH3:26])[C:12](=[O:25])[N:13]([C:15]3[CH:20]=[C:19]([N+:21]([O-:23])=[O:22])[CH:18]=[CH:17][C:16]=3[CH3:24])[CH2:14][C:8]2=[CH:7][N:6]=1)(=O)=O.[CH3:27][N:28]([CH3:36])[C:29]1[CH:30]=[C:31]([CH:33]=[CH:34][CH:35]=1)[NH2:32]. The catalyst is CO. The product is [CH3:27][N:28]([CH3:36])[C:29]1[CH:30]=[C:31]([NH:32][C:5]2[N:10]=[C:9]3[N:11]([CH3:26])[C:12](=[O:25])[N:13]([C:15]4[CH:20]=[C:19]([N+:21]([O-:23])=[O:22])[CH:18]=[CH:17][C:16]=4[CH3:24])[CH2:14][C:8]3=[CH:7][N:6]=2)[CH:33]=[CH:34][CH:35]=1. The yield is 0.580. (2) The reactants are [CH3:1][C:2]1[CH:7]=[C:6]([C:8]2[S:12][N:11]=[C:10]([C:13]([F:16])([F:15])[F:14])[N:9]=2)[CH:5]=[CH:4][C:3]=1[OH:17].Br[CH2:19][CH2:20][CH2:21][O:22][C:23]1[CH:24]=[C:25]2[C:29](=[CH:30][CH:31]=1)[C@H:28]([C@H:32]([CH3:37])[C:33]([O:35][CH3:36])=[O:34])[CH2:27][CH2:26]2.C([O-])([O-])=O.[Cs+].[Cs+]. The catalyst is O.CN(C=O)C. The product is [CH3:1][C:2]1[CH:7]=[C:6]([C:8]2[S:12][N:11]=[C:10]([C:13]([F:16])([F:15])[F:14])[N:9]=2)[CH:5]=[CH:4][C:3]=1[O:17][CH2:19][CH2:20][CH2:21][O:22][C:23]1[CH:24]=[C:25]2[C:29](=[CH:30][CH:31]=1)[C@H:28]([C@H:32]([CH3:37])[C:33]([O:35][CH3:36])=[O:34])[CH2:27][CH2:26]2. The yield is 0.640. (3) The reactants are [F:1][C:2]([F:26])([O:7][C:8]1[CH:13]=[CH:12][C:11]([N:14]2[CH:18]=[N:17][C:16]([C:19]3[CH:24]=[CH:23][C:22]([CH3:25])=[CH:21][CH:20]=3)=[N:15]2)=[CH:10][CH:9]=1)[C:3]([F:6])([F:5])[F:4].[OH-:27].[K+]. The catalyst is C(#N)C.O.O1CCOCC1. The product is [F:26][C:2]([F:1])([O:7][C:8]1[CH:9]=[CH:10][C:11]([N:14]2[CH:18]=[N:17][C:16]([C:19]3[CH:20]=[CH:21][C:22]([CH:25]=[O:27])=[CH:23][CH:24]=3)=[N:15]2)=[CH:12][CH:13]=1)[C:3]([F:6])([F:5])[F:4]. The yield is 0.300. (4) The reactants are [CH2:1]([N:9]1[CH:13]=[CH:12][CH:11]=[N:10]1)[CH2:2][C:3]1[CH:8]=[CH:7][CH:6]=[CH:5][CH:4]=1.[Li]CCCC.CN([CH:22]=[O:23])C. The catalyst is C1COCC1. The product is [CH2:1]([N:9]1[C:13]([CH:22]=[O:23])=[CH:12][CH:11]=[N:10]1)[CH2:2][C:3]1[CH:8]=[CH:7][CH:6]=[CH:5][CH:4]=1. The yield is 0.430. (5) The reactants are C([Si](C)(C)[O:6][C@@H:7]1[CH2:14][N:13]([CH2:15][CH2:16][CH2:17][N:18]2[CH2:23][CH2:22][N:21]([C:24]3[CH:29]=[CH:28][C:27]([C:30]([F:33])([F:32])[F:31])=[C:26]([Cl:34])[CH:25]=3)[C@@H:20]([CH3:35])[C:19]2=[O:36])[CH2:12][CH2:11][C:8]21[CH2:10][CH2:9]2)(C)(C)C. The catalyst is CC#N. The product is [Cl:34][C:26]1[CH:25]=[C:24]([N:21]2[CH2:22][CH2:23][N:18]([CH2:17][CH2:16][CH2:15][N:13]3[CH2:12][CH2:11][C:8]4([CH2:10][CH2:9]4)[C@H:7]([OH:6])[CH2:14]3)[C:19](=[O:36])[C@@H:20]2[CH3:35])[CH:29]=[CH:28][C:27]=1[C:30]([F:33])([F:31])[F:32]. The yield is 0.560. (6) The product is [CH:1]1([C:6]#[C:7][C:25]([O:27][CH3:28])=[O:26])[CH2:5][CH2:4][CH2:3][CH2:2]1. The reactants are [CH:1]1([C:6]#[CH:7])[CH2:5][CH2:4][CH2:3][CH2:2]1.O1CCCC1.C([Li])CCC.CCCCCC.Cl[C:25]([O:27][CH3:28])=[O:26]. The yield is 0.960. No catalyst specified.